Dataset: Forward reaction prediction with 1.9M reactions from USPTO patents (1976-2016). Task: Predict the product of the given reaction. Given the reactants Cl.[NH2:2][CH2:3][CH2:4][NH:5][C:6](=[O:14])[C:7]1[CH:12]=[CH:11][CH:10]=[CH:9][C:8]=1[Cl:13].C(N(CC)CC)C.[CH3:22][S:23](Cl)(=[O:25])=[O:24], predict the reaction product. The product is: [Cl:13][C:8]1[CH:9]=[CH:10][CH:11]=[CH:12][C:7]=1[C:6]([NH:5][CH2:4][CH2:3][NH:2][S:23]([CH3:22])(=[O:25])=[O:24])=[O:14].